From a dataset of TCR-epitope binding with 47,182 pairs between 192 epitopes and 23,139 TCRs. Binary Classification. Given a T-cell receptor sequence (or CDR3 region) and an epitope sequence, predict whether binding occurs between them. (1) The epitope is AVFDRKSDAK. The TCR CDR3 sequence is CSADTGTGGPNQPQHF. Result: 1 (the TCR binds to the epitope). (2) The epitope is TPGPGVRYPL. The TCR CDR3 sequence is CATRSPLNNEQFF. Result: 0 (the TCR does not bind to the epitope). (3) Result: 0 (the TCR does not bind to the epitope). The TCR CDR3 sequence is CASQGLNTGELFF. The epitope is RLQSLQTYV. (4) The epitope is TSDLATNNLVVMAY. The TCR CDR3 sequence is CASSQATGLKNTGELFF. Result: 0 (the TCR does not bind to the epitope). (5) The epitope is CINGVCWTV. The TCR CDR3 sequence is CASSPGTSGSLAGELFF. Result: 0 (the TCR does not bind to the epitope). (6) The epitope is ALSKGVHFV. The TCR CDR3 sequence is CASSLVMDGSGNTIYF. Result: 0 (the TCR does not bind to the epitope).